This data is from Forward reaction prediction with 1.9M reactions from USPTO patents (1976-2016). The task is: Predict the product of the given reaction. Given the reactants S([O-])([O-])(=O)=O.[Mn+2:6].S([O-])([O-])(=O)=O.[Co+2:12].[P:13]([O-:17])([O-:16])([O-:15])=[O:14].[NH4+].[NH4+].[NH4+], predict the reaction product. The product is: [O-:14][P:13]([O:17][P:13]([O-:16])([O-:15])=[O:14])(=[O:16])[O-:15].[Mn+2:6].[Co+2:12].